Dataset: Full USPTO retrosynthesis dataset with 1.9M reactions from patents (1976-2016). Task: Predict the reactants needed to synthesize the given product. Given the product [N+:1]([C:4]1[CH:5]=[CH:6][C:7]([C:13]([F:14])([F:15])[F:16])=[C:8]([CH:12]=1)[C:9]([O:11][CH2:17][C:18]1[CH:23]=[CH:22][CH:21]=[CH:20][CH:19]=1)=[O:10])([O-:3])=[O:2], predict the reactants needed to synthesize it. The reactants are: [N+:1]([C:4]1[CH:5]=[CH:6][C:7]([C:13]([F:16])([F:15])[F:14])=[C:8]([CH:12]=1)[C:9]([OH:11])=[O:10])([O-:3])=[O:2].[CH2:17](Br)[C:18]1[CH:23]=[CH:22][CH:21]=[CH:20][CH:19]=1.C([O-])([O-])=O.[Cs+].[Cs+].